Dataset: Full USPTO retrosynthesis dataset with 1.9M reactions from patents (1976-2016). Task: Predict the reactants needed to synthesize the given product. (1) Given the product [CH3:13][S:14][CH:15]1[C:23]2[C:18](=[CH:19][CH:20]=[C:21]([C:24]3[O:28][CH:27]=[N:26][CH:25]=3)[CH:22]=2)[NH:17][C:16]1=[O:29].[O:30]1[C:34]([C:35]2[CH:36]=[C:37]3[C:41](=[CH:42][CH:43]=2)[NH:40][C:39](=[O:44])[CH2:38]3)=[CH:33][N:32]=[CH:31]1.[CH2:45]([O:47][CH:48]=[C:49]1[C:57]2[C:52](=[CH:53][CH:54]=[C:55]([C:58]3[O:62][CH:61]=[N:60][CH:59]=3)[CH:56]=2)[NH:51][C:50]1=[O:63])[CH3:46].[CH3:64][N:65]([CH3:76])[S:66]([C:69]1[CH:74]=[CH:73][C:72]([NH:75][CH:20]=[C:21]2[C:11]3[C:9](=[CH:8][CH:7]=[C:6]([C:5]4[O:1][CH:2]=[N:3][CH:4]=4)[CH:12]=3)[NH:10][C:24]2=[O:28])=[CH:71][CH:70]=1)(=[O:67])=[O:68], predict the reactants needed to synthesize it. The reactants are: [O:1]1[C:5]([C:6]2[CH:12]=[CH:11][C:9]([NH2:10])=[CH:8][CH:7]=2)=[CH:4][N:3]=[CH:2]1.[CH3:13][S:14][CH:15]1[C:23]2[C:18](=[CH:19][CH:20]=[C:21]([C:24]3[O:28][CH:27]=[N:26][CH:25]=3)[CH:22]=2)[NH:17][C:16]1=[O:29].[O:30]1[C:34]([C:35]2[CH:36]=[C:37]3[C:41](=[CH:42][CH:43]=2)[NH:40][C:39](=[O:44])[CH2:38]3)=[CH:33][N:32]=[CH:31]1.[CH2:45]([O:47][CH:48]=[C:49]1[C:57]2[C:52](=[CH:53][CH:54]=[C:55]([C:58]3[O:62][CH:61]=[N:60][CH:59]=3)[CH:56]=2)[NH:51][C:50]1=[O:63])[CH3:46].[CH3:64][N:65]([CH3:76])[S:66]([C:69]1[CH:74]=[CH:73][C:72]([NH2:75])=[CH:71][CH:70]=1)(=[O:68])=[O:67]. (2) Given the product [CH2:18]([O:17][C:15]([NH:1][C:2]1[CH:3]=[C:4]([CH:9]=[CH:10][C:11]=1[CH:12]=[O:13])[C:5]([O:7][CH3:8])=[O:6])=[O:16])[CH3:19], predict the reactants needed to synthesize it. The reactants are: [NH2:1][C:2]1[CH:3]=[C:4]([CH:9]=[CH:10][C:11]=1[CH:12]=[O:13])[C:5]([O:7][CH3:8])=[O:6].Cl[C:15]([O:17][CH2:18][CH3:19])=[O:16].C([O-])([O-])=O.[Na+].[Na+]. (3) The reactants are: [CH3:1][NH:2][C:3]1[N:8]=[C:7]([C:9]2[C:10]([O:15][C:16]3[CH:21]=[CH:20][C:19](B4OC(C)(C)C(C)(C)O4)=[CH:18][CH:17]=3)=[N:11][CH:12]=[CH:13][CH:14]=2)[CH:6]=[CH:5][N:4]=1.[OH:31]O.O. Given the product [CH3:1][NH:2][C:3]1[N:8]=[C:7]([C:9]2[C:10]([O:15][C:16]3[CH:21]=[CH:20][C:19]([OH:31])=[CH:18][CH:17]=3)=[N:11][CH:12]=[CH:13][CH:14]=2)[CH:6]=[CH:5][N:4]=1, predict the reactants needed to synthesize it. (4) Given the product [F:32][C:12]1[C:13]([NH:23][C:24]2[CH:29]=[CH:28][C:27]([I:30])=[CH:26][C:25]=2[F:31])=[C:14]([CH:15]=[C:10]([CH2:9][N:6]([C:5](=[O:34])[CH2:36][OH:37])[O:7][CH3:8])[C:11]=1[F:33])[C:16]([NH:17][O:18][CH2:19][CH2:20][OH:21])=[O:22], predict the reactants needed to synthesize it. The reactants are: COC(=O)C[C:5](=[O:34])[N:6]([CH2:9][C:10]1[CH:15]=[C:14]([C:16](=[O:22])[NH:17][O:18][CH2:19][CH2:20][OH:21])[C:13]([NH:23][C:24]2[CH:29]=[CH:28][C:27]([I:30])=[CH:26][C:25]=2[F:31])=[C:12]([F:32])[C:11]=1[F:33])[O:7][CH3:8].[CH3:36][O-:37].[Na+]. (5) Given the product [Br:9][C:10]1[CH:15]=[C:14]([CH:3]2[CH2:4][CH2:5][N:1]([C:6](=[O:8])[CH3:7])[CH2:2]2)[CH:13]=[N:12][CH:11]=1, predict the reactants needed to synthesize it. The reactants are: [N:1]1([C:6](=[O:8])[CH3:7])[CH2:5][CH:4]=[CH:3][CH2:2]1.[Br:9][C:10]1[CH:11]=[N:12][CH:13]=[C:14](I)[CH:15]=1.C(N(CC)CC)C.C(O)=O. (6) Given the product [CH2:19]1[CH:26]([OH:27])[CH2:18][CH:17]1[NH:13][C:2]1[S:3][C:4]2[C:5](=[CH:7][CH:8]=[CH:9][CH:10]=2)[N:6]=1, predict the reactants needed to synthesize it. The reactants are: Cl[C:2]1[S:3][C:4]2[CH:10]=[CH:9][CH:8]=[CH:7][C:5]=2[N:6]=1.CC[N:13]([CH:17]([CH3:19])[CH3:18])C(C)C.O.CN1[C:26](=[O:27])CCC1. (7) Given the product [Cl:3][C:4]1[C:9]([Cl:10])=[C:8]([O:11][CH3:12])[CH:7]=[CH:6][C:5]=1[N:13]1[CH2:18][CH2:17][N:16]([CH2:19][CH2:20][C@H:21]2[CH2:22][CH2:23][C@H:24]([NH:27][C:37]([N:36]([CH3:40])[CH3:35])=[O:38])[CH2:25][CH2:26]2)[CH2:15][CH2:14]1, predict the reactants needed to synthesize it. The reactants are: Cl.Cl.[Cl:3][C:4]1[C:9]([Cl:10])=[C:8]([O:11][CH3:12])[CH:7]=[CH:6][C:5]=1[N:13]1[CH2:18][CH2:17][N:16]([CH2:19][CH2:20][C@H:21]2[CH2:26][CH2:25][C@H:24]([NH2:27])[CH2:23][CH2:22]2)[CH2:15][CH2:14]1.C(N(CC)CC)C.[CH3:35][N:36]([CH3:40])[C:37](Cl)=[O:38]. (8) Given the product [ClH:17].[C:1]([C:3]1[S:4][CH:5]=[C:6]([CH2:8][C:9]([O:11][CH3:12])=[O:10])[N:7]=1)(=[NH:2])[NH2:18], predict the reactants needed to synthesize it. The reactants are: [C:1]([C:3]1[S:4][CH:5]=[C:6]([CH2:8][C:9]([O:11][CH2:12]C)=[O:10])[N:7]=1)#[N:2].C[O-].[Na+].[Cl-:17].[NH4+:18]. (9) The reactants are: [F:1][C:2]([F:18])([F:17])[C:3]1[CH:8]=[C:7]([C:9]([F:12])([F:11])[F:10])[CH:6]=[CH:5][C:4]=1/[CH:13]=[CH:14]/[CH2:15][OH:16].[C:19]([O:23][C:24](=[O:48])[CH2:25][CH2:26][N:27]([C:41]([O:43][C:44]([CH3:47])([CH3:46])[CH3:45])=[O:42])[CH2:28][C:29]([N:31]1[C:39]2[C:34](=[CH:35][C:36](O)=[CH:37][CH:38]=2)[CH2:33][CH2:32]1)=[O:30])([CH3:22])([CH3:21])[CH3:20].C1(P(C2C=CC=CC=2)C2C=CC=CC=2)C=CC=CC=1.CCOC(/N=N/C(OCC)=O)=O. Given the product [C:19]([O:23][C:24](=[O:48])[CH2:25][CH2:26][N:27]([CH2:28][C:29]([N:31]1[C:39]2[C:34](=[CH:35][C:36]([O:16][CH2:15]/[CH:14]=[CH:13]/[C:4]3[CH:5]=[CH:6][C:7]([C:9]([F:10])([F:11])[F:12])=[CH:8][C:3]=3[C:2]([F:17])([F:18])[F:1])=[CH:37][CH:38]=2)[CH2:33][CH2:32]1)=[O:30])[C:41]([O:43][C:44]([CH3:47])([CH3:46])[CH3:45])=[O:42])([CH3:20])([CH3:21])[CH3:22], predict the reactants needed to synthesize it. (10) Given the product [F:7][C:8]1[C:13]([C:14]([F:16])([F:17])[F:15])=[CH:12][C:11]([I:1])=[C:10]([OH:18])[CH:9]=1, predict the reactants needed to synthesize it. The reactants are: [I:1]I.C(Cl)(Cl)Cl.[F:7][C:8]1[CH:9]=[C:10]([OH:18])[CH:11]=[CH:12][C:13]=1[C:14]([F:17])([F:16])[F:15].